From a dataset of Catalyst prediction with 721,799 reactions and 888 catalyst types from USPTO. Predict which catalyst facilitates the given reaction. The catalyst class is: 17. Reactant: [CH2:1]([O:3][P:4]([CH2:9][CH2:10][NH:11][C:12]([O:14][CH2:15][C:16]1[CH:21]=[CH:20][CH:19]=[CH:18][CH:17]=1)=[O:13])(=[O:8])[O:5]CC)[CH3:2].[Na+].[I-]. Product: [CH2:1]([O:3][P:4]([CH2:9][CH2:10][NH:11][C:12]([O:14][CH2:15][C:16]1[CH:21]=[CH:20][CH:19]=[CH:18][CH:17]=1)=[O:13])(=[O:5])[OH:8])[CH3:2].